This data is from Reaction yield outcomes from USPTO patents with 853,638 reactions. The task is: Predict the reaction yield, written as a fraction of the theoretical maximum amount of product (1.0 means a 100% yield; for example, 0.34 means a 34% yield). (1) The reactants are [CH:1]([N:4]1[C:8]([C:9]2[N:10]=[C:11]3[C:17]4[CH:18]=[CH:19][C:20]([C:22]5[CH:23]=[N:24][N:25]([C:27]([CH3:32])([CH3:31])[C:28](O)=[O:29])[CH:26]=5)=[CH:21][C:16]=4[O:15][CH2:14][CH2:13][N:12]3[CH:33]=2)=[N:7][C:6]([CH3:34])=[N:5]1)([CH3:3])[CH3:2].[NH4+].[Cl-].CC[N:39](C(C)C)C(C)C.F[P-](F)(F)(F)(F)F.C[N+](C)=C(N(C)C)ON1C2N=CC=CC=2N=N1.C(=O)(O)[O-].[Na+]. The yield is 0.820. The catalyst is CN(C=O)C. The product is [CH:1]([N:4]1[C:8]([C:9]2[N:10]=[C:11]3[C:17]4[CH:18]=[CH:19][C:20]([C:22]5[CH:23]=[N:24][N:25]([C:27]([CH3:32])([CH3:31])[C:28]([NH2:39])=[O:29])[CH:26]=5)=[CH:21][C:16]=4[O:15][CH2:14][CH2:13][N:12]3[CH:33]=2)=[N:7][C:6]([CH3:34])=[N:5]1)([CH3:2])[CH3:3]. (2) The reactants are [NH2:1][C:2]1[CH:11]=[C:10]2[C:5]([CH:6]=[C:7]([C:15]3[CH:20]=[C:19]([NH2:21])[C:18]([F:22])=[CH:17][C:16]=3[F:23])[C:8](=[O:14])[N:9]2[CH2:12][CH3:13])=[CH:4][N:3]=1.[C:24]1([N:30]=[C:31]=[O:32])[CH:29]=[CH:28][CH:27]=[CH:26][CH:25]=1. The catalyst is C(Cl)Cl. The product is [NH2:1][C:2]1[CH:11]=[C:10]2[C:5]([CH:6]=[C:7]([C:15]3[C:16]([F:23])=[CH:17][C:18]([F:22])=[C:19]([NH:21][C:31]([NH:30][C:24]4[CH:29]=[CH:28][CH:27]=[CH:26][CH:25]=4)=[O:32])[CH:20]=3)[C:8](=[O:14])[N:9]2[CH2:12][CH3:13])=[CH:4][N:3]=1. The yield is 0.730. (3) The reactants are [OH:1][CH2:2][C:3]1[CH:4]=[C:5]([CH:9]=[CH:10][CH:11]=1)[C:6]([OH:8])=O.[Cl:12][CH2:13][C:14]([NH:16]O)=[NH:15].CN(C(ON1N=NC2C=CC=CC1=2)=[N+](C)C)C.F[P-](F)(F)(F)(F)F.C(N(CC)CC)C. The catalyst is CN(C=O)C. The product is [Cl:12][CH2:13][C:14]1[N:16]=[C:6]([C:5]2[CH:4]=[C:3]([CH2:2][OH:1])[CH:11]=[CH:10][CH:9]=2)[O:8][N:15]=1. The yield is 0.250. (4) The reactants are Br[C:2]1[CH:7]=[CH:6][C:5]([C:8](=[O:10])[CH3:9])=[CH:4][C:3]=1[CH3:11].[C:12](=O)([O-:14])[O-:13].[K+].[K+].C.[C]=O.Cl. The catalyst is [Br-].C([N+](CCCC)(CCCC)CCCC)CCC.[Pd].C1(P(C2C=CC=CC=2)CCCP(C2C=CC=CC=2)C2C=CC=CC=2)C=CC=CC=1.O.C1(C)C=CC=CC=1. The product is [C:8]([C:5]1[CH:6]=[CH:7][C:2]([C:12]([OH:14])=[O:13])=[C:3]([CH3:11])[CH:4]=1)(=[O:10])[CH3:9]. The yield is 0.900.